Dataset: Full USPTO retrosynthesis dataset with 1.9M reactions from patents (1976-2016). Task: Predict the reactants needed to synthesize the given product. (1) The reactants are: [F:1][C:2]1[CH:3]=[C:4]2[C:8](=[CH:9][CH:10]=1)[NH:7][CH:6]=[C:5]2[CH:11]1[CH2:15][C:14](=[O:16])[NH:13][C:12]1=[O:17].[Br:18]C1C=C2C(C=CN2)=CC=1F.C1(=O)NC(=O)C=C1. Given the product [Br:18][C:10]1[CH:9]=[C:8]2[C:4]([C:5]([CH:11]3[CH2:15][C:14](=[O:16])[NH:13][C:12]3=[O:17])=[CH:6][NH:7]2)=[CH:3][C:2]=1[F:1], predict the reactants needed to synthesize it. (2) Given the product [CH2:1]([O:8][C:9]([NH:11][CH:12]([CH2:20][NH:21][C:22]1[C:27]([CH2:28][OH:29])=[C:26]([N:30]2[CH2:35][CH2:34][CH:33]([C:36]3[CH:45]=[CH:44][C:43]4[CH2:42][CH2:41][CH2:40][NH:39][C:38]=4[N:37]=3)[CH2:32][CH2:31]2)[N:25]=[CH:24][N:23]=1)[C:13]([O:15][C:16]([CH3:19])([CH3:18])[CH3:17])=[O:14])=[O:10])[C:2]1[CH:3]=[CH:4][CH:5]=[CH:6][CH:7]=1, predict the reactants needed to synthesize it. The reactants are: [CH2:1]([O:8][C:9]([NH:11][CH:12]([CH2:20][NH:21][C:22]1[C:27]([CH:28]=[O:29])=[C:26]([N:30]2[CH2:35][CH2:34][CH:33]([C:36]3[CH:45]=[CH:44][C:43]4[CH2:42][CH2:41][CH2:40][NH:39][C:38]=4[N:37]=3)[CH2:32][CH2:31]2)[N:25]=[CH:24][N:23]=1)[C:13]([O:15][C:16]([CH3:19])([CH3:18])[CH3:17])=[O:14])=[O:10])[C:2]1[CH:7]=[CH:6][CH:5]=[CH:4][CH:3]=1.[BH4-].[Na+].[Cl-].[NH4+]. (3) Given the product [CH2:1]([O:8][N:9]=[C:10]1[C:18]2[C:13](=[CH:14][C:15]([C:23]3[C:24]([C:29]4[CH:34]=[CH:33][N:32]=[CH:31][CH:30]=4)=[N:25][N:26]([CH3:28])[CH:27]=3)=[CH:16][CH:17]=2)[CH2:12][CH2:11]1)[C:2]1[CH:7]=[CH:6][CH:5]=[CH:4][CH:3]=1, predict the reactants needed to synthesize it. The reactants are: [CH2:1]([O:8]/[N:9]=[C:10]1\[CH2:11][CH2:12][C:13]2[C:18]\1=[CH:17][CH:16]=[C:15](B(O)O)[CH:14]=2)[C:2]1[CH:7]=[CH:6][CH:5]=[CH:4][CH:3]=1.Br[C:23]1[C:24]([C:29]2[CH:34]=[CH:33][N:32]=[CH:31][CH:30]=2)=[N:25][N:26]([CH3:28])[CH:27]=1.